Predict the product of the given reaction. From a dataset of Forward reaction prediction with 1.9M reactions from USPTO patents (1976-2016). Given the reactants C([Li])CCC.[F:6][C:7]1[CH:8]=[C:9]([CH2:14][C:15]([O:17][CH3:18])=[O:16])[CH:10]=[C:11]([F:13])[CH:12]=1.[Cl:19][C:20]1[CH:25]=[CH:24][C:23]([CH:26]([C:32]2[CH:37]=[CH:36][C:35]([Cl:38])=[CH:34][CH:33]=2)[N:27]2[CH2:30][C:29](=[O:31])[CH2:28]2)=[CH:22][CH:21]=1, predict the reaction product. The product is: [Cl:19][C:20]1[CH:25]=[CH:24][C:23]([CH:26]([C:32]2[CH:37]=[CH:36][C:35]([Cl:38])=[CH:34][CH:33]=2)[N:27]2[CH2:28][C:29]([CH:14]([C:9]3[CH:8]=[C:7]([F:6])[CH:12]=[C:11]([F:13])[CH:10]=3)[C:15]([O:17][CH3:18])=[O:16])([OH:31])[CH2:30]2)=[CH:22][CH:21]=1.